Predict the product of the given reaction. From a dataset of Forward reaction prediction with 1.9M reactions from USPTO patents (1976-2016). (1) Given the reactants C(O)(C(F)(F)F)=O.[F:8][C:9]1[CH:10]=[C:11]([C:15]2[CH:16]=[CH:17][C:18]3[N:24]4[CH2:25][CH2:26][CH:21]([CH2:22][CH2:23]4)[N:20](C(OC(C)(C)C)=O)[C:19]=3[N:34]=2)[CH:12]=[N:13][CH:14]=1, predict the reaction product. The product is: [F:8][C:9]1[CH:10]=[C:11]([C:15]2[CH:16]=[CH:17][C:18]3[N:24]4[CH2:25][CH2:26][CH:21]([CH2:22][CH2:23]4)[NH:20][C:19]=3[N:34]=2)[CH:12]=[N:13][CH:14]=1. (2) Given the reactants [Cl:1][C:2]1[CH:3]=[C:4]([CH:9]2[CH2:14][CH2:13][CH2:12][CH2:11][C:10]2=[O:15])[CH:5]=[CH:6][C:7]=1[Cl:8].C(O[CH:21](N(C)C)[N:22]([CH3:24])[CH3:23])(C)(C)C, predict the reaction product. The product is: [CH3:21][N:22]([CH3:24])[CH:23]=[C:11]1[C:10](=[O:15])[CH:9]([C:4]2[CH:5]=[CH:6][C:7]([Cl:8])=[C:2]([Cl:1])[CH:3]=2)[CH2:14][CH2:13][CH2:12]1. (3) Given the reactants [Br:1][C:2]1[CH:3]=[C:4]([NH:11][C:12](=[O:18])[O:13][C:14]([CH3:17])([CH3:16])[CH3:15])[CH:5]=[CH:6][C:7]=1[N+:8]([O-])=O.O.O.[Sn](Cl)Cl.C(=O)([O-])[O-].[K+].[K+].[OH-].[Na+], predict the reaction product. The product is: [NH2:8][C:7]1[CH:6]=[CH:5][C:4]([NH:11][C:12](=[O:18])[O:13][C:14]([CH3:15])([CH3:16])[CH3:17])=[CH:3][C:2]=1[Br:1]. (4) Given the reactants [F:1][C:2]1[CH:7]=[CH:6][C:5]([OH:8])=[CH:4][C:3]=1[C:9]([F:12])([F:11])[F:10].C(N(CC)CC)C.Cl[C:21]([O:23][CH3:24])=[O:22], predict the reaction product. The product is: [C:21](=[O:22])([O:23][CH3:24])[O:8][C:5]1[CH:6]=[CH:7][C:2]([F:1])=[C:3]([C:9]([F:10])([F:11])[F:12])[CH:4]=1. (5) Given the reactants Br[C:2]1[CH:3]=[C:4]([N+:10]([O-:12])=[O:11])[C:5]([O:8][CH3:9])=[N:6][CH:7]=1.[CH3:13][C:14]1([CH3:30])[C:18]([CH3:20])([CH3:19])[O:17][B:16]([B:16]2[O:17][C:18]([CH3:20])([CH3:19])[C:14]([CH3:30])([CH3:13])[O:15]2)[O:15]1.C([O-])(=O)C.[K+], predict the reaction product. The product is: [CH3:9][O:8][C:5]1[C:4]([N+:10]([O-:12])=[O:11])=[CH:3][C:2]([B:16]2[O:17][C:18]([CH3:20])([CH3:19])[C:14]([CH3:30])([CH3:13])[O:15]2)=[CH:7][N:6]=1. (6) Given the reactants FC1C=CC(N[C:9]([C:11]2(C(NC3C=CC(OC4C5C(=CC(OC)=C(OC)C=5)N=C(C)N=4)=CC=3)=O)CC2)=[O:10])=CC=1.[CH3:39][O:40][C:41](=[O:53])[C:42]1[CH:47]=[C:46]([O:48][CH3:49])[C:45]([O:50][CH3:51])=[CH:44][C:43]=1[NH2:52].C(OC(=O)C)(=O)C, predict the reaction product. The product is: [CH3:39][O:40][C:41](=[O:53])[C:42]1[CH:47]=[C:46]([O:48][CH3:49])[C:45]([O:50][CH3:51])=[CH:44][C:43]=1[NH:52][C:9](=[O:10])[CH3:11].